From a dataset of Reaction yield outcomes from USPTO patents with 853,638 reactions. Predict the reaction yield, written as a fraction of the theoretical maximum amount of product (1.0 means a 100% yield; for example, 0.34 means a 34% yield). The reactants are [C:1]1([N:7]2[CH2:12][CH2:11][C:10](=[O:13])[CH2:9][CH2:8]2)[CH:6]=[CH:5][CH:4]=[CH:3][CH:2]=1.[N-:14]=[N+]=[N-].[Na+].[OH-].[Na+]. The catalyst is C(O)(=O)C.S(=O)(=O)(O)O. The product is [C:1]1([N:7]2[CH:12]=[CH:11][NH:14][C:10](=[O:13])[CH:9]=[CH:8]2)[CH:6]=[CH:5][CH:4]=[CH:3][CH:2]=1. The yield is 0.910.